Dataset: NCI-60 drug combinations with 297,098 pairs across 59 cell lines. Task: Regression. Given two drug SMILES strings and cell line genomic features, predict the synergy score measuring deviation from expected non-interaction effect. (1) Synergy scores: CSS=76.2, Synergy_ZIP=-2.60, Synergy_Bliss=-5.11, Synergy_Loewe=-3.21, Synergy_HSA=-0.917. Drug 2: C1=C(C(=O)NC(=O)N1)F. Cell line: SR. Drug 1: C1CCC(CC1)NC(=O)N(CCCl)N=O. (2) Drug 1: C1=CC=C(C(=C1)C(C2=CC=C(C=C2)Cl)C(Cl)Cl)Cl. Drug 2: C1CN(P(=O)(OC1)NCCCl)CCCl. Cell line: BT-549. Synergy scores: CSS=0.0795, Synergy_ZIP=-0.652, Synergy_Bliss=-1.44, Synergy_Loewe=-0.665, Synergy_HSA=-1.66.